Predict which catalyst facilitates the given reaction. From a dataset of Catalyst prediction with 721,799 reactions and 888 catalyst types from USPTO. (1) Product: [F:5][C:4]([F:7])([F:6])[C:3]([CH2:2][NH:1][C:23]1[CH:31]=[C:30]([CH3:32])[CH:29]=[C:28]2[C:24]=1[CH:25]=[N:26][N:27]2[C:33]1[CH:38]=[CH:37][CH:36]=[CH:35][C:34]=1[F:39])([OH:21])[CH2:8][C:9]([C:12]1[CH:17]=[C:16]([F:18])[CH:15]=[CH:14][C:13]=1[O:19][CH3:20])([CH3:11])[CH3:10]. The catalyst class is: 101. Reactant: [NH2:1][CH2:2][C:3]([OH:21])([CH2:8][C:9]([C:12]1[CH:17]=[C:16]([F:18])[CH:15]=[CH:14][C:13]=1[O:19][CH3:20])([CH3:11])[CH3:10])[C:4]([F:7])([F:6])[F:5].Br[C:23]1[CH:31]=[C:30]([CH3:32])[CH:29]=[C:28]2[C:24]=1[CH:25]=[N:26][N:27]2[C:33]1[CH:38]=[CH:37][CH:36]=[CH:35][C:34]=1[F:39].C1C=CC(P(C2C(C3C(P(C4C=CC=CC=4)C4C=CC=CC=4)=CC=C4C=3C=CC=C4)=C3C(C=CC=C3)=CC=2)C2C=CC=CC=2)=CC=1.CC(C)([O-])C.[Na+]. (2) Reactant: [NH2:1][C:2]1[N:7]([C:8]2[CH:9]=[C:10]([CH:13]=[CH:14][CH:15]=2)[C:11]#[N:12])[C:6](=[S:16])[NH:5][C:4](=[O:17])[CH:3]=1.[N:18]([O-])=[O:19].[Na+]. Product: [NH2:1][C:2]1[N:7]([C:8]2[CH:9]=[C:10]([CH:13]=[CH:14][CH:15]=2)[C:11]#[N:12])[C:6](=[S:16])[NH:5][C:4](=[O:17])[C:3]=1[N:18]=[O:19]. The catalyst class is: 86.